Dataset: Reaction yield outcomes from USPTO patents with 853,638 reactions. Task: Predict the reaction yield, written as a fraction of the theoretical maximum amount of product (1.0 means a 100% yield; for example, 0.34 means a 34% yield). (1) The reactants are [Br:1][C:2]1[C:3]([O:11][C:12]2[CH:17]=[CH:16][C:15]([F:18])=[CH:14][C:13]=2[F:19])=[N:4][CH:5]=[C:6]([CH:10]=1)[C:7](O)=[O:8].CO. The catalyst is O1CCCC1. The product is [Br:1][C:2]1[CH:10]=[C:6]([CH2:7][OH:8])[CH:5]=[N:4][C:3]=1[O:11][C:12]1[CH:17]=[CH:16][C:15]([F:18])=[CH:14][C:13]=1[F:19]. The yield is 0.760. (2) The product is [Cl:1][C:2]1[C:3]2=[CH:8][C:9]3[CH2:10][N:11]([S:12]([C:15]4[CH:16]=[CH:17][C:18]([CH3:21])=[CH:19][CH:20]=4)(=[O:13])=[O:14])[CH2:22][C:23]=3[C:24]([C:25](=[O:27])[CH3:26])=[C:4]2[CH:5]=[CH:6][CH:7]=1. The yield is 0.310. The reactants are [Cl:1][C:2]1[CH:7]=[CH:6][CH:5]=[CH:4][C:3]=1[CH:8]=[CH:9][CH2:10][N:11]([CH2:22][C:23]#[C:24][C:25](=[O:27])[CH3:26])[S:12]([C:15]1[CH:20]=[CH:19][C:18]([CH3:21])=[CH:17][CH:16]=1)(=[O:14])=[O:13]. The catalyst is ClC1C=CC=CC=1Cl. (3) The reactants are Cl.[CH2:2]([C@H:4]1[CH2:8][NH:7][CH2:6][C@H:5]1[C:9]1[N:13]2[C:14]3[CH:20]=[CH:19][N:18](S(C4C=CC(C)=CC=4)(=O)=O)[C:15]=3[N:16]=[CH:17][C:12]2=[N:11][N:10]=1)[CH3:3].CCN(C(C)C)C(C)C.C1N=CN([C:45]([N:47]2C=N[CH:49]=[CH:48]2)=[O:46])C=1.NCC1[CH2:59][CH2:58][O:57][CH2:56][CH2:55]1. The catalyst is C1COCC1.CN(C1C=CN=CC=1)C. The product is [CH2:2]([C@H:4]1[C@@H:5]([C:9]2[N:13]3[C:14]4[CH:20]=[CH:19][NH:18][C:15]=4[N:16]=[CH:17][C:12]3=[N:11][N:10]=2)[CH2:6][N:7]([C:45]([NH:47][CH2:48][CH:49]2[CH2:59][CH2:58][O:57][CH2:56][CH2:55]2)=[O:46])[CH2:8]1)[CH3:3]. The yield is 0.100. (4) The reactants are [Cl:1][C:2]1[N:3]=[C:4]([CH3:19])[CH:5]=[C:6]2[C:11]=1[N:10]([CH3:12])[CH:9]=[C:8]([C:13]([O:15][CH2:16][CH3:17])=[O:14])[C:7]2=[O:18].BrN1C(=O)CCC1=O.[NH:28]1[CH2:33][CH2:32][O:31][CH2:30][CH2:29]1.C(Cl)Cl. The catalyst is ClC(Cl)C.CN(C=O)C. The product is [Cl:1][C:2]1[N:3]=[C:4]([CH2:19][N:28]2[CH2:33][CH2:32][O:31][CH2:30][CH2:29]2)[CH:5]=[C:6]2[C:11]=1[N:10]([CH3:12])[CH:9]=[C:8]([C:13]([O:15][CH2:16][CH3:17])=[O:14])[C:7]2=[O:18]. The yield is 0.400. (5) The reactants are [Br:1][C:2]1[CH:7]=[C:6]([C:8]#[N:9])[CH:5]=[CH:4][C:3]=1[NH:10][C:11]1[CH:16]=[C:15]([N:17]([CH:25]2[CH2:27][CH2:26]2)C(=O)OC(C)(C)C)[N:14]2[N:28]=[CH:29][C:30]([CH:31]=[O:32])=[C:13]2[N:12]=1.[F:33][C:34]([F:39])([F:38])[C:35]([OH:37])=[O:36]. The catalyst is ClCCl. The product is [F:33][C:34]([F:39])([F:38])[C:35]([OH:37])=[O:36].[Br:1][C:2]1[CH:7]=[C:6]([CH:5]=[CH:4][C:3]=1[NH:10][C:11]1[CH:16]=[C:15]([NH:17][CH:25]2[CH2:26][CH2:27]2)[N:14]2[N:28]=[CH:29][C:30]([CH:31]=[O:32])=[C:13]2[N:12]=1)[C:8]#[N:9]. The yield is 0.670.